Dataset: Forward reaction prediction with 1.9M reactions from USPTO patents (1976-2016). Task: Predict the product of the given reaction. (1) Given the reactants [C:1]([NH:11][C@H:12]([C:17]([OH:19])=O)[C:13]([CH3:16])([CH3:15])[CH3:14])([O:3][CH2:4][C:5]1[CH:10]=[CH:9][CH:8]=[CH:7][CH:6]=1)=[O:2].C(N1C=CN=C1)(N1C=CN=C1)=O.C([Li])CCC.C(NC(C)C)(C)C.[C:44]([O:47][C:48]([CH3:51])([CH3:50])[CH3:49])(=[O:46])[CH3:45].N1C=CN=C1, predict the reaction product. The product is: [C:48]([O:47][C:44](=[O:46])[CH2:45][C:17](=[O:19])[CH:12]([NH:11][C:1]([O:3][CH2:4][C:5]1[CH:6]=[CH:7][CH:8]=[CH:9][CH:10]=1)=[O:2])[C:13]([CH3:14])([CH3:15])[CH3:16])([CH3:51])([CH3:50])[CH3:49]. (2) Given the reactants [Cl:1][C:2]1[CH:3]=[C:4]([NH:9][CH:10]2[CH2:14][CH2:13][N:12](C(OC(C)(C)C)=O)[CH2:11]2)[CH:5]=[CH:6][C:7]=1[Cl:8].Br[CH2:23][C:24]1[CH:29]=[CH:28][CH:27]=[CH:26][C:25]=1[CH3:30], predict the reaction product. The product is: [Cl:1][C:2]1[CH:3]=[C:4]([N:9]([CH2:23][C:24]2[CH:29]=[CH:28][CH:27]=[CH:26][C:25]=2[CH3:30])[CH:10]2[CH2:14][CH2:13][NH:12][CH2:11]2)[CH:5]=[CH:6][C:7]=1[Cl:8]. (3) Given the reactants ClC1C=C[C:9]2[NH:8][C:7](=O)[C:6]3=[C:13]([CH2:16][CH2:17][O:18]C)NN=[C:5]3[C:4]=2C=1.O1C=CCCC1.C1(C)C=CC(S(O)(=O)=O)=CC=1.[CH3:37][N:38](C=O)C, predict the reaction product. The product is: [O:18]1[CH2:17][CH2:16][CH2:13][CH2:6][CH:5]1[C:4]1[CH:9]=[N:8][CH:7]=[CH:37][N:38]=1. (4) Given the reactants [F:1][C:2]1[C:7]([O:8][CH3:9])=[CH:6][C:5]([C:10](=[O:12])[CH3:11])=[C:4]([N+:13]([O-])=O)[CH:3]=1.CO.O.O.[Sn](Cl)Cl, predict the reaction product. The product is: [NH2:13][C:4]1[CH:3]=[C:2]([F:1])[C:7]([O:8][CH3:9])=[CH:6][C:5]=1[C:10](=[O:12])[CH3:11]. (5) Given the reactants [CH3:1][C@H:2]1[CH2:7][NH:6][C@H:5]([CH3:8])[CH2:4][N:3]1[S:9]([NH2:12])(=[O:11])=[O:10].C1(P(C2CCCCC2)C2C=CC=CC=2C2C(C(C)C)=CC(C(C)C)=CC=2C(C)C)CCCCC1.C(=O)([O-])[O-].[Cs+].[Cs+].Cl[C:54]1[CH:59]=[C:58]([O:60][CH3:61])[N:57]=[C:56]([S:62][CH2:63][C:64]2[CH:69]=[CH:68][CH:67]=[C:66]([F:70])[C:65]=2[F:71])[N:55]=1, predict the reaction product. The product is: [F:71][C:65]1[C:66]([F:70])=[CH:67][CH:68]=[CH:69][C:64]=1[CH2:63][S:62][C:56]1[N:55]=[C:54]([NH:12][S:9]([N:3]2[CH2:4][C@@H:5]([CH3:8])[NH:6][CH2:7][C@@H:2]2[CH3:1])(=[O:10])=[O:11])[CH:59]=[C:58]([O:60][CH3:61])[N:57]=1. (6) Given the reactants [Cl:1][C:2]1[CH:7]=[C:6]([Cl:8])[CH:5]=[CH:4][C:3]=1[NH:9]N=C1CCCC1=O.[C:17]([O-:20])(O)=O.[Na+], predict the reaction product. The product is: [Cl:1][C:2]1[C:3]2[NH:9][C:3]3[C:17](=[O:20])[CH2:6][CH2:7][C:2]=3[C:4]=2[CH:5]=[C:6]([Cl:8])[CH:7]=1. (7) Given the reactants [CH3:1][O:2][C:3]1[C:8]2[N:9]=[C:10]([NH2:12])[S:11][C:7]=2[C:6]([N:13]([CH3:21])[CH2:14][CH:15]2[CH2:20][CH2:19][O:18][CH2:17][CH2:16]2)=[CH:5][CH:4]=1.[F:22][C:23]1[CH:31]=[CH:30][C:26]([C:27](O)=[O:28])=[CH:25][CH:24]=1.CN(C(ON1N=NC2C=CC=NC1=2)=[N+](C)C)C.F[P-](F)(F)(F)(F)F.C(N(C(C)C)C(C)C)C, predict the reaction product. The product is: [F:22][C:23]1[CH:31]=[CH:30][C:26]([C:27]([NH:12][C:10]2[S:11][C:7]3[C:6]([N:13]([CH3:21])[CH2:14][CH:15]4[CH2:20][CH2:19][O:18][CH2:17][CH2:16]4)=[CH:5][CH:4]=[C:3]([O:2][CH3:1])[C:8]=3[N:9]=2)=[O:28])=[CH:25][CH:24]=1. (8) Given the reactants I[C:2]1[CH:3]=[C:4]([CH2:8][CH2:9][N:10]2[CH2:15][CH2:14][N:13]([C:16]3[CH:25]=[CH:24][CH:23]=[C:22]4[C:17]=3[CH:18]=[CH:19][C:20]([CH3:26])=[N:21]4)[CH2:12][CH2:11]2)[CH:5]=[CH:6][CH:7]=1.[CH3:27][C:28]1[CH2:29][C:30](=[O:33])[NH:31][N:32]=1, predict the reaction product. The product is: [CH3:27][C:28]1[CH2:29][C:30](=[O:33])[N:31]([C:2]2[CH:7]=[CH:6][CH:5]=[C:4]([CH2:8][CH2:9][N:10]3[CH2:15][CH2:14][N:13]([C:16]4[CH:25]=[CH:24][CH:23]=[C:22]5[C:17]=4[CH:18]=[CH:19][C:20]([CH3:26])=[N:21]5)[CH2:12][CH2:11]3)[CH:3]=2)[N:32]=1.